This data is from Full USPTO retrosynthesis dataset with 1.9M reactions from patents (1976-2016). The task is: Predict the reactants needed to synthesize the given product. (1) The reactants are: [C:1]1([S:7]([C:10]2[CH:15]=[CH:14][C:13](Br)=[C:12]([Cl:17])[CH:11]=2)(=[O:9])=[O:8])[CH:6]=[CH:5][CH:4]=[CH:3][CH:2]=1.[F:18][C:19]1[CH:20]=[CH:21][C:22]([O:28][CH3:29])=[C:23](B(O)O)[CH:24]=1. Given the product [C:1]1([S:7]([C:10]2[CH:15]=[CH:14][C:13]([C:21]3[CH:20]=[C:19]([F:18])[CH:24]=[CH:23][C:22]=3[O:28][CH3:29])=[C:12]([Cl:17])[CH:11]=2)(=[O:9])=[O:8])[CH:6]=[CH:5][CH:4]=[CH:3][CH:2]=1, predict the reactants needed to synthesize it. (2) Given the product [Br:1][C:2]1[CH:3]=[CH:4][C:5]([CH:8]([Br:17])[CH3:9])=[N:6][CH:7]=1, predict the reactants needed to synthesize it. The reactants are: [Br:1][C:2]1[CH:3]=[CH:4][C:5]([CH2:8][CH3:9])=[N:6][CH:7]=1.C1C(=O)N([Br:17])C(=O)C1.O. (3) The reactants are: [H-].[Na+].[CH2:3]([C:7]1[CH:8]=[C:9]([NH:24][C:25]([C:27]2[C:32]([CH3:33])=[N:31][CH:30]=[CH:29][N:28]=2)=[O:26])[CH:10]=[CH:11][C:12]=1[C:13]([O:22][CH3:23])([C:18]([F:21])([F:20])[F:19])[C:14]([F:17])([F:16])[F:15])[CH:4]([CH3:6])[CH3:5].[CH2:34]([O:36][CH2:37]Cl)[CH3:35].Cl. Given the product [CH2:34]([O:36][CH2:37][N:24]([C:9]1[CH:10]=[CH:11][C:12]([C:13]([O:22][CH3:23])([C:18]([F:20])([F:21])[F:19])[C:14]([F:17])([F:16])[F:15])=[C:7]([CH2:3][CH:4]([CH3:6])[CH3:5])[CH:8]=1)[C:25]([C:27]1[C:32]([CH3:33])=[N:31][CH:30]=[CH:29][N:28]=1)=[O:26])[CH3:35], predict the reactants needed to synthesize it. (4) Given the product [F:25][C:2]([F:24])([F:1])[C:3]1[CH:8]=[CH:7][CH:6]=[CH:5][C:4]=1[CH2:9][N:10]([CH2:33][CH2:32][C:31]([F:36])([F:35])[F:30])[CH:11]1[CH2:12][CH2:13][N:14]([C:17]([O:19][C:20]([CH3:22])([CH3:21])[CH3:23])=[O:18])[CH2:15][CH2:16]1, predict the reactants needed to synthesize it. The reactants are: [F:1][C:2]([F:25])([F:24])[C:3]1[CH:8]=[CH:7][CH:6]=[CH:5][C:4]=1[CH2:9][NH:10][CH:11]1[CH2:16][CH2:15][N:14]([C:17]([O:19][C:20]([CH3:23])([CH3:22])[CH3:21])=[O:18])[CH2:13][CH2:12]1.C(O)(=O)C.[F:30][C:31]([F:36])([F:35])[CH2:32][CH:33]=O.[Na]. (5) Given the product [CH3:1][CH:2]1[N:7]([C:16]2[CH:25]=[CH:24][C:23]3[C:18](=[CH:19][CH:20]=[CH:21][CH:22]=3)[N:17]=2)[CH2:6][CH2:5][N:4]([C:8]([O:10][C:11]([CH3:13])([CH3:12])[CH3:14])=[O:9])[CH2:3]1, predict the reactants needed to synthesize it. The reactants are: [CH3:1][CH:2]1[NH:7][CH2:6][CH2:5][N:4]([C:8]([O:10][C:11]([CH3:14])([CH3:13])[CH3:12])=[O:9])[CH2:3]1.Cl[C:16]1[CH:25]=[CH:24][C:23]2[C:18](=[CH:19][CH:20]=[CH:21][CH:22]=2)[N:17]=1.C(=O)([O-])[O-].[K+].[K+]. (6) Given the product [NH2:47][C:9]1[C:8]2[N:31]=[C:5]([CH2:4][O:3][CH2:1][CH3:2])[N:6]([CH2:32][CH2:33][CH3:34])[C:7]=2[C:16]2[CH:15]=[CH:14][C:13]([O:17][CH:18]3[CH2:23][CH2:22][N:21]([C:24]([O:26][C:27]([CH3:28])([CH3:30])[CH3:29])=[O:25])[CH2:20][CH2:19]3)=[CH:12][C:11]=2[N:10]=1, predict the reactants needed to synthesize it. The reactants are: [CH2:1]([O:3][CH2:4][C:5]1[N:6]([CH2:32][CH2:33][CH3:34])[C:7]2[C:16]3[CH:15]=[CH:14][C:13]([O:17][CH:18]4[CH2:23][CH2:22][N:21]([C:24]([O:26][C:27]([CH3:30])([CH3:29])[CH3:28])=[O:25])[CH2:20][CH2:19]4)=[CH:12][C:11]=3[N:10]=[CH:9][C:8]=2[N:31]=1)[CH3:2].ClC1C=C(C=CC=1)C(OO)=O.[OH-].[NH4+:47].C1(C)C=CC(S(Cl)(=O)=O)=CC=1. (7) Given the product [Br:1][C:2]1[CH:7]=[CH:6][C:5]2[C:8]3[C:21]([NH:22][C:4]=2[CH:3]=1)=[C:20]1[CH:19]=[CH:18][CH:17]=[CH:16][C:15]1=[C:14]1[CH:13]=[CH:12][CH:11]=[CH:10][C:9]=31, predict the reactants needed to synthesize it. The reactants are: [Br:1][C:2]1[CH:7]=[CH:6][C:5]([C:8]2[C:9]3[C:14]([C:15]4[CH:16]=[CH:17][CH:18]=[CH:19][C:20]=4[CH:21]=2)=[CH:13][CH:12]=[CH:11][CH:10]=3)=[C:4]([N+:22]([O-])=O)[CH:3]=1.P(OCC)(OCC)(OCC)=O.